This data is from Forward reaction prediction with 1.9M reactions from USPTO patents (1976-2016). The task is: Predict the product of the given reaction. (1) The product is: [CH2:28]([O:30][C:31]([C:33]1[C:34]2[S:42][CH:41]=[C:40]([CH2:43][O:16][C:12]3[CH:13]=[CH:14][CH:15]=[C:10]([C:9](=[O:17])[NH:8][C:5]4[CH:6]=[CH:7][C:2]([Cl:1])=[C:3]([C:18]([F:19])([F:20])[F:21])[CH:4]=4)[CH:11]=3)[C:35]=2[C:36]([Cl:39])=[N:37][CH:38]=1)=[O:32])[CH3:29]. Given the reactants [Cl:1][C:2]1[CH:7]=[CH:6][C:5]([NH:8][C:9](=[O:17])[C:10]2[CH:15]=[CH:14][CH:13]=[C:12]([OH:16])[CH:11]=2)=[CH:4][C:3]=1[C:18]([F:21])([F:20])[F:19].C(=O)([O-])[O-].[K+].[K+].[CH2:28]([O:30][C:31]([C:33]1[C:34]2[S:42][CH:41]=[C:40]([CH2:43]Br)[C:35]=2[C:36]([Cl:39])=[N:37][CH:38]=1)=[O:32])[CH3:29], predict the reaction product. (2) Given the reactants [OH-].[Na+].[C:3]1([CH:9]2[CH2:18][C:17](=[O:19])[C:16]3[C:11](=[CH:12][CH:13]=[CH:14][CH:15]=3)[NH:10]2)[CH:8]=[CH:7][CH:6]=[CH:5][CH:4]=1.[N:20]1[CH:25]=[CH:24][C:23]([CH:26]=O)=[CH:22][CH:21]=1, predict the reaction product. The product is: [C:3]1([C:9]2[NH:10][C:11]3[C:16]([C:17](=[O:19])[C:18]=2[CH2:26][C:23]2[CH:24]=[CH:25][N:20]=[CH:21][CH:22]=2)=[CH:15][CH:14]=[CH:13][CH:12]=3)[CH:4]=[CH:5][CH:6]=[CH:7][CH:8]=1. (3) Given the reactants [C:1]1([CH:7]2[O:12][C@H:11]3[CH2:13][C@@H:14]([OH:17])[CH2:15][O:16][C@@H:10]3[CH2:9][O:8]2)[CH:6]=[CH:5][CH:4]=[CH:3][CH:2]=1.[Br:18][C:19]1[CH:24]=[CH:23][C:22]([C:25]2[C:45]([Cl:46])=[CH:44][C:28]3[N:29]([CH2:36][O:37][CH2:38][CH2:39][Si:40]([CH3:43])([CH3:42])[CH3:41])[C:30](S(C)(=O)=O)=[N:31][C:27]=3[CH:26]=2)=[CH:21][CH:20]=1.C(=O)([O-])[O-].[Cs+].[Cs+], predict the reaction product. The product is: [Br:18][C:19]1[CH:24]=[CH:23][C:22]([C:25]2[C:45]([Cl:46])=[CH:44][C:28]3[N:29]([CH2:36][O:37][CH2:38][CH2:39][Si:40]([CH3:41])([CH3:42])[CH3:43])[C:30]([O:17][C@H:14]4[CH2:15][O:16][C@H:10]5[C@@H:11]([O:12][CH:7]([C:1]6[CH:2]=[CH:3][CH:4]=[CH:5][CH:6]=6)[O:8][CH2:9]5)[CH2:13]4)=[N:31][C:27]=3[CH:26]=2)=[CH:21][CH:20]=1. (4) Given the reactants [CH3:1][O:2][C:3]12[CH2:10][CH2:9][C:6]([CH2:11][CH2:12][C:13](OC)=[O:14])([CH2:7][CH2:8]1)[CH2:5][CH2:4]2.[Li+].[BH4-].[NH4+].[Cl-], predict the reaction product. The product is: [CH3:1][O:2][C:3]12[CH2:10][CH2:9][C:6]([CH2:11][CH2:12][CH2:13][OH:14])([CH2:7][CH2:8]1)[CH2:5][CH2:4]2.